From a dataset of Reaction yield outcomes from USPTO patents with 853,638 reactions. Predict the reaction yield, written as a fraction of the theoretical maximum amount of product (1.0 means a 100% yield; for example, 0.34 means a 34% yield). (1) The reactants are Cl.[CH3:2][N:3]([CH3:36])[S:4]([N:7]1[CH2:12][CH2:11][N:10]([CH2:13][C:14]2[S:18][C:17]([NH:19][C:20]([N:22]([CH:29]3[CH2:34][CH2:33][CH:32]([CH3:35])[CH2:31][CH2:30]3)[CH:23]3[CH2:28][CH2:27][NH:26][CH2:25][CH2:24]3)=[O:21])=[N:16][CH:15]=2)[CH2:9][CH2:8]1)(=[O:6])=[O:5].[CH:37]1([C:42](Cl)=[O:43])[CH2:41][CH2:40][CH2:39][CH2:38]1. No catalyst specified. The product is [CH3:2][N:3]([CH3:36])[S:4]([N:7]1[CH2:8][CH2:9][N:10]([CH2:13][C:14]2[S:18][C:17]([NH:19][C:20]([N:22]([CH:23]3[CH2:28][CH2:27][N:26]([C:42]([CH:37]4[CH2:41][CH2:40][CH2:39][CH2:38]4)=[O:43])[CH2:25][CH2:24]3)[CH:29]3[CH2:30][CH2:31][CH:32]([CH3:35])[CH2:33][CH2:34]3)=[O:21])=[N:16][CH:15]=2)[CH2:11][CH2:12]1)(=[O:5])=[O:6]. The yield is 0.490. (2) The reactants are Cl[C:2]1[C:11]2[C:6](=[CH:7][CH:8]=[CH:9][CH:10]=2)[N:5]=[CH:4][N:3]=1.C[O-].[Na+]. The catalyst is CO. The product is [N:5]1[C:6]2[C:11](=[CH:10][CH:9]=[CH:8][CH:7]=2)[CH:2]=[N:3][CH:4]=1. The yield is 0.980.